Dataset: NCI-60 drug combinations with 297,098 pairs across 59 cell lines. Task: Regression. Given two drug SMILES strings and cell line genomic features, predict the synergy score measuring deviation from expected non-interaction effect. (1) Drug 1: C1CN1C2=NC(=NC(=N2)N3CC3)N4CC4. Drug 2: CS(=O)(=O)OCCCCOS(=O)(=O)C. Cell line: MDA-MB-435. Synergy scores: CSS=19.1, Synergy_ZIP=-3.81, Synergy_Bliss=2.21, Synergy_Loewe=-12.4, Synergy_HSA=1.09. (2) Drug 1: CCC1=C2CN3C(=CC4=C(C3=O)COC(=O)C4(CC)O)C2=NC5=C1C=C(C=C5)O. Drug 2: CC1C(C(CC(O1)OC2CC(CC3=C2C(=C4C(=C3O)C(=O)C5=CC=CC=C5C4=O)O)(C(=O)C)O)N)O. Cell line: SF-268. Synergy scores: CSS=45.7, Synergy_ZIP=-5.07, Synergy_Bliss=-5.96, Synergy_Loewe=-1.43, Synergy_HSA=0.350.